This data is from Forward reaction prediction with 1.9M reactions from USPTO patents (1976-2016). The task is: Predict the product of the given reaction. Given the reactants C(N1C2C(=CC(S(N)(=O)=O)=CC=2)CC1)C.[Cl:16][CH2:17][C:18]([N:20]1[C:28]2[C:23](=[CH:24][C:25]([S:29]([NH2:32])(=[O:31])=[O:30])=[CH:26][CH:27]=2)[CH2:22][CH2:21]1)=O, predict the reaction product. The product is: [Cl:16][CH2:17][CH2:18][N:20]1[C:28]2[C:23](=[CH:24][C:25]([S:29]([NH2:32])(=[O:30])=[O:31])=[CH:26][CH:27]=2)[CH2:22][CH2:21]1.